From a dataset of CYP3A4 inhibition data for predicting drug metabolism from PubChem BioAssay. Regression/Classification. Given a drug SMILES string, predict its absorption, distribution, metabolism, or excretion properties. Task type varies by dataset: regression for continuous measurements (e.g., permeability, clearance, half-life) or binary classification for categorical outcomes (e.g., BBB penetration, CYP inhibition). Dataset: cyp3a4_veith. (1) The drug is CN(C)S(=O)(=O)Oc1ccsc1C(=O)Nc1ccc(Cl)cc1. The result is 1 (inhibitor). (2) The compound is COCC(C)NCc1cccc([N+](=O)[O-])c1.O=C(O)C(=O)O. The result is 0 (non-inhibitor). (3) The molecule is Cc1ccc(S(=O)(=O)c2nc(S(=O)(=O)c3ccc(C)cc3)c(NCc3ccco3)s2)cc1. The result is 1 (inhibitor). (4) The compound is CC(C)(C)NC(=O)CN(Cc1cccs1)C(=O)CCC(=O)Nc1nccs1. The result is 1 (inhibitor). (5) The molecule is CNC(=S)N1N=C(c2ccc(OC)cc2)CC1c1ccc(N(C)C)cc1. The result is 1 (inhibitor).